Task: Regression. Given a peptide amino acid sequence and an MHC pseudo amino acid sequence, predict their binding affinity value. This is MHC class II binding data.. Dataset: Peptide-MHC class II binding affinity with 134,281 pairs from IEDB (1) The peptide sequence is MSSKFPELGMNASHC. The MHC is DRB4_0101 with pseudo-sequence DRB4_0103. The binding affinity (normalized) is 0.404. (2) The peptide sequence is MSGRKAQGKTLGVNM. The MHC is DRB1_0901 with pseudo-sequence DRB1_0901. The binding affinity (normalized) is 0.464. (3) The binding affinity (normalized) is 0.515. The MHC is HLA-DQA10501-DQB10303 with pseudo-sequence HLA-DQA10501-DQB10303. The peptide sequence is VTKTSGSAASMVNGV. (4) The peptide sequence is SQDLELSWNLNGLQAY. The MHC is HLA-DQA10102-DQB10602 with pseudo-sequence HLA-DQA10102-DQB10602. The binding affinity (normalized) is 0.373. (5) The peptide sequence is FLLYVVVVDLPTHIA. The MHC is HLA-DQA10501-DQB10201 with pseudo-sequence HLA-DQA10501-DQB10201. The binding affinity (normalized) is 0.114. (6) The peptide sequence is AFILTGDNLFPKV. The MHC is DRB1_0401 with pseudo-sequence DRB1_0401. The binding affinity (normalized) is 0.631. (7) The binding affinity (normalized) is 0.778. The peptide sequence is AAIRFFDHAIGINVP. The MHC is DRB1_1101 with pseudo-sequence DRB1_1101. (8) The peptide sequence is PYGATISATPEWATP. The MHC is HLA-DQA10201-DQB10202 with pseudo-sequence HLA-DQA10201-DQB10202. The binding affinity (normalized) is 0.158.